Dataset: M1 muscarinic receptor antagonist screen with 61,756 compounds. Task: Binary Classification. Given a drug SMILES string, predict its activity (active/inactive) in a high-throughput screening assay against a specified biological target. (1) The molecule is O=C1C=C(/C(=c2\[nH]c3c(nc2)cccc3)C=C1)C. The result is 0 (inactive). (2) The molecule is Clc1ccc(S(=O)(=O)NC(CCSC)C(OCC(=O)N2CCOCC2)=O)cc1. The result is 0 (inactive). (3) The molecule is s1c(NC(=O)c2nn(c(n2)c2ccccc2)c2ccccc2)ncc1C. The result is 0 (inactive). (4) The drug is S(=O)(=O)(N1CCN(CC1)c1n2ncnc2nc(c1)C)c1cc2OCCOc2cc1. The result is 0 (inactive). (5) The molecule is O=C(NCCc1c2c([nH]c1)cccc2)Cn1c2c(c(c1)C#N)cccc2. The result is 0 (inactive).